The task is: Predict the product of the given reaction.. This data is from Forward reaction prediction with 1.9M reactions from USPTO patents (1976-2016). (1) Given the reactants [CH3:1][N:2]1[C:6]([CH3:7])=[C:5]([C:8]2[CH:13]=[CH:12][C:11]([NH:14][CH:15]=O)=[C:10]([O:17][CH3:18])[CH:9]=2)[CH:4]=[N:3]1.CS(C1[N:24]=[CH:25][C:26]2[CH:32]=[CH:31][N:30]=[C:29]([NH:33][CH2:34][C:35]([CH3:38])([CH3:37])[CH3:36])[C:27]=2[N:28]=1)(=O)=O, predict the reaction product. The product is: [CH3:1][N:2]1[C:6]([CH3:7])=[C:5]([C:8]2[CH:13]=[CH:12][C:11]([NH:14][C:15]3[N:24]=[CH:25][C:26]4[CH:32]=[CH:31][N:30]=[C:29]([NH:33][CH2:34][C:35]([CH3:38])([CH3:37])[CH3:36])[C:27]=4[N:28]=3)=[C:10]([O:17][CH3:18])[CH:9]=2)[CH:4]=[N:3]1. (2) Given the reactants Br.C(OC([N:12]1[CH2:17][CH2:16][C:15]2[N:18]=[C:19]([NH:21][C:22]([NH:24][CH2:25][C:26]3[C:31]([O:32][CH3:33])=[CH:30][CH:29]=[CH:28][C:27]=3[O:34][CH3:35])=[NH:23])[S:20][C:14]=2[CH2:13]1)=O)C1C=CC=CC=1.C(=O)([O-])[O-], predict the reaction product. The product is: [CH3:35][O:34][C:27]1[CH:28]=[CH:29][CH:30]=[C:31]([O:32][CH3:33])[C:26]=1[CH2:25][NH:24][C:22]([NH:21][C:19]1[S:20][C:14]2[CH2:13][NH:12][CH2:17][CH2:16][C:15]=2[N:18]=1)=[NH:23]. (3) Given the reactants [CH3:1][Mg]Br.Cl[C:5]1[N:6]=[N:7][C:8]([CH3:25])=[C:9]([C:20]2[S:21][CH:22]=[CH:23][CH:24]=2)[C:10]=1[C:11]1[C:16]([F:17])=[CH:15][C:14]([F:18])=[CH:13][C:12]=1[F:19], predict the reaction product. The product is: [CH3:25][C:8]1[N:7]=[N:6][C:5]([CH3:1])=[C:10]([C:11]2[C:16]([F:17])=[CH:15][C:14]([F:18])=[CH:13][C:12]=2[F:19])[C:9]=1[C:20]1[S:21][CH:22]=[CH:23][CH:24]=1. (4) Given the reactants Br[C:2]1[CH:3]=[CH:4][C:5]([F:26])=[C:6]([C:8]2([C:19]3[CH:24]=[CH:23][N:22]=[C:21]([CH3:25])[CH:20]=3)[C:16]3[C:11](=[C:12]([F:17])[CH:13]=[CH:14][CH:15]=3)[C:10]([NH2:18])=[N:9]2)[CH:7]=1.[F:27][C:28]1[CH:29]=[C:30](B(O)O)[CH:31]=[N:32][CH:33]=1, predict the reaction product. The product is: [F:17][C:12]1[CH:13]=[CH:14][CH:15]=[C:16]2[C:11]=1[C:10]([NH2:18])=[N:9][C:8]2([C:6]1[CH:7]=[C:2]([C:30]2[CH:31]=[N:32][CH:33]=[C:28]([F:27])[CH:29]=2)[CH:3]=[CH:4][C:5]=1[F:26])[C:19]1[CH:24]=[CH:23][N:22]=[C:21]([CH3:25])[CH:20]=1. (5) Given the reactants [C:1]([O:5][C:6]([NH:8][C@@H:9]([CH2:13][CH2:14][CH2:15][C@H:16]([O:26][CH2:27][CH2:28][CH3:29])[C@H:17]([C@@H:23]([OH:25])[CH3:24])[CH2:18][CH2:19][CH:20]([CH3:22])[CH3:21])[C:10](O)=[O:11])=[O:7])([CH3:4])([CH3:3])[CH3:2].CC1C=CC=C([N+]([O-])=O)C=1C(OC(C1C([N+]([O-])=O)=CC=CC=1C)=O)=O, predict the reaction product. The product is: [CH2:18]([C@H:17]1[C@H:23]([CH3:24])[O:25][C:10](=[O:11])[C@@H:9]([NH:8][C:6](=[O:7])[O:5][C:1]([CH3:4])([CH3:3])[CH3:2])[CH2:13][CH2:14][CH2:15][C@@H:16]1[O:26][CH2:27][CH2:28][CH3:29])[CH2:19][CH:20]([CH3:22])[CH3:21].